From a dataset of Full USPTO retrosynthesis dataset with 1.9M reactions from patents (1976-2016). Predict the reactants needed to synthesize the given product. (1) Given the product [C:12]([O:10][C:6]1[CH:7]=[CH:8][CH:9]=[C:4]([NH:1][C:23](=[O:26])[CH3:24])[C:5]=1[CH3:11])(=[O:14])[CH3:13], predict the reactants needed to synthesize it. The reactants are: [N+:1]([C:4]1[CH:9]=[CH:8][CH:7]=[C:6]([OH:10])[C:5]=1[CH3:11])([O-])=O.[C:12](OC(=O)C)(=[O:14])[CH3:13].N1[CH:24]=[CH:23]C=CC=1.C[OH:26]. (2) Given the product [SH:5][CH2:6][CH2:7][C:8]1[CH:13]=[CH:12][CH:11]=[C:10]([C:14]2[CH:19]=[CH:18][CH:17]=[C:16]([C:20]([OH:22])=[O:21])[CH:15]=2)[C:9]=1[C:23]([OH:25])=[O:24], predict the reactants needed to synthesize it. The reactants are: C([S-])C.[Na+].[SH:5][CH2:6][CH2:7][C:8]1[CH:13]=[CH:12][CH:11]=[C:10]([C:14]2[CH:19]=[CH:18][CH:17]=[C:16]([C:20]([O-:22])=[O:21])[CH:15]=2)[C:9]=1[C:23]([O:25]C)=[O:24]. (3) Given the product [CH:1]([C:4]1[CH:19]=[CH:18][CH:17]=[CH:16][C:5]=1[O:6][CH2:7][CH2:8][C:9]([OH:11])=[O:10])([CH3:3])[CH3:2], predict the reactants needed to synthesize it. The reactants are: [CH:1]([C:4]1[CH:19]=[CH:18][CH:17]=[CH:16][C:5]=1[O:6][CH2:7][CH2:8][C:9]([O:11]C(C)(C)C)=[O:10])([CH3:3])[CH3:2].FC(F)(F)C(O)=O.